This data is from Full USPTO retrosynthesis dataset with 1.9M reactions from patents (1976-2016). The task is: Predict the reactants needed to synthesize the given product. Given the product [CH2:7]([O:14][C:15](=[O:24])[CH2:16][C:17]1[CH:22]=[CH:21][CH:20]=[CH:19][C:18]=1[O:23][CH2:27][CH2:26][N:28]([CH2:31][CH3:32])[CH2:29][CH3:30])[C:8]1[CH:9]=[CH:10][CH:11]=[CH:12][CH:13]=1, predict the reactants needed to synthesize it. The reactants are: C(=O)([O-])[O-].[Cs+].[Cs+].[CH2:7]([O:14][C:15](=[O:24])[CH2:16][C:17]1[CH:22]=[CH:21][CH:20]=[CH:19][C:18]=1[OH:23])[C:8]1[CH:13]=[CH:12][CH:11]=[CH:10][CH:9]=1.Cl.[CH2:26]([N:28]([CH2:31][CH2:32]Cl)[CH2:29][CH3:30])[CH3:27].